This data is from Reaction yield outcomes from USPTO patents with 853,638 reactions. The task is: Predict the reaction yield, written as a fraction of the theoretical maximum amount of product (1.0 means a 100% yield; for example, 0.34 means a 34% yield). (1) The reactants are [OH:1][C:2]1[C:7](=[O:8])[N:6]2[CH2:9][CH2:10][N:11]([CH2:12][CH2:13][OH:14])[C:5]2=[N:4][C:3]=1[C:15]([O:17]CC)=O.[F:20][C:21]1[CH:28]=[CH:27][C:24]([CH2:25][NH2:26])=[CH:23][CH:22]=1. The catalyst is C(O)C.C(OCC)(=O)C. The product is [F:20][C:21]1[CH:28]=[CH:27][C:24]([CH2:25][NH:26][C:15]([C:3]2[N:4]=[C:5]3[N:11]([CH2:12][CH2:13][OH:14])[CH2:10][CH2:9][N:6]3[C:7](=[O:8])[C:2]=2[OH:1])=[O:17])=[CH:23][CH:22]=1. The yield is 0.820. (2) The reactants are [Cl:1][C:2]1[CH:3]=[C:4]([C:9]2[CH:13]=[CH:12][N:11]([CH2:14][CH:15]3[CH2:17][O:16]3)[N:10]=2)[CH:5]=[CH:6][C:7]=1[Cl:8].[CH3:18][C:19]1[CH:24]=[CH:23][CH:22]=[CH:21][C:20]=1[N:25]1[CH2:30][CH2:29][NH:28][CH2:27][CH2:26]1. The catalyst is CCO. The product is [Cl:1][C:2]1[CH:3]=[C:4]([C:9]2[CH:13]=[CH:12][N:11]([CH2:14][CH:15]([OH:16])[CH2:17][N:28]3[CH2:29][CH2:30][N:25]([C:20]4[CH:21]=[CH:22][CH:23]=[CH:24][C:19]=4[CH3:18])[CH2:26][CH2:27]3)[N:10]=2)[CH:5]=[CH:6][C:7]=1[Cl:8]. The yield is 0.700. (3) The reactants are [CH3:1][O:2][C:3]1[CH:4]=[C:5]2[O:9][C:8]([C:10]3[N:11]=[C:12]4[N:16]([CH:17]=3)[N:15]=[C:14]([O:18][CH3:19])[S:13]4)=[CH:7][C:6]2=[C:20]([OH:22])[CH:21]=1.[Si:23]([O:30][CH2:31][C:32]1[N:33]=[C:34]([C:38]2[CH:39]=[C:40]([CH2:44]O)[CH:41]=[CH:42][CH:43]=2)[S:35][C:36]=1[CH3:37])([C:26]([CH3:29])([CH3:28])[CH3:27])([CH3:25])[CH3:24].C(P(CCCC)CCCC)CCC.N(/C(N1CCCCC1)=O)=N\C(N1CCCCC1)=O. The catalyst is O1CCCC1. The product is [Si:23]([O:30][CH2:31][C:32]1[N:33]=[C:34]([C:38]2[CH:39]=[C:40]([CH:41]=[CH:42][CH:43]=2)[CH2:44][O:22][C:20]2[C:6]3[CH:7]=[C:8]([C:10]4[N:11]=[C:12]5[N:16]([CH:17]=4)[N:15]=[C:14]([O:18][CH3:19])[S:13]5)[O:9][C:5]=3[CH:4]=[C:3]([O:2][CH3:1])[CH:21]=2)[S:35][C:36]=1[CH3:37])([C:26]([CH3:29])([CH3:27])[CH3:28])([CH3:24])[CH3:25]. The yield is 0.660. (4) The reactants are [Cl:1][C:2]1[CH:7]=[CH:6][C:5](/[CH:8]=[CH:9]/[C:10]([OH:12])=[O:11])=[CH:4][C:3]=1[N+:13]([O-:15])=[O:14].[Cl-].[CH3:17]O. No catalyst specified. The product is [Cl:1][C:2]1[CH:7]=[CH:6][C:5](/[CH:8]=[CH:9]/[C:10]([O:12][CH3:17])=[O:11])=[CH:4][C:3]=1[N+:13]([O-:15])=[O:14]. The yield is 0.990. (5) The product is [C:14]([C:16]1[CH:17]=[C:18]([NH:22][C:7]([C:3]2[O:4][CH:5]=[CH:6][C:2]=2[CH3:1])=[O:9])[CH:19]=[CH:20][CH:21]=1)#[CH:15]. The yield is 0.810. The catalyst is C1COCC1. The reactants are [CH3:1][C:2]1[CH:6]=[CH:5][O:4][C:3]=1[C:7]([OH:9])=O.S(Cl)(Cl)=O.[C:14]([C:16]1[CH:17]=[C:18]([NH2:22])[CH:19]=[CH:20][CH:21]=1)#[CH:15].CCN(CC)CC.